This data is from Forward reaction prediction with 1.9M reactions from USPTO patents (1976-2016). The task is: Predict the product of the given reaction. Given the reactants [CH:1]1[C:2]([CH2:10][C@@H:11]([NH2:28])[CH2:12][C:13]([N:15]2[CH2:27][C:19]3=[N:20][N:21]=[C:22]([C:23]([F:26])([F:25])[F:24])[N:18]3[CH2:17][CH2:16]2)=[O:14])=[C:3]([F:9])[CH:4]=[C:5]([F:8])[C:6]=1[F:7].[CH:29]([OH:32])([CH3:31])C, predict the reaction product. The product is: [CH:1]1[C:2]([CH2:10][C@@H:11]([NH2:28])[CH2:12][C:13]([N:15]2[CH2:27][C:19]3=[N:20][N:21]=[C:22]([C:23]([F:26])([F:25])[F:24])[N:18]3[CH2:17][CH2:16]2)=[O:14])=[C:3]([F:9])[CH:4]=[C:5]([F:8])[C:6]=1[F:7].[C:29]([O-:32])(=[O:14])[CH3:31].